This data is from Reaction yield outcomes from USPTO patents with 853,638 reactions. The task is: Predict the reaction yield, written as a fraction of the theoretical maximum amount of product (1.0 means a 100% yield; for example, 0.34 means a 34% yield). (1) The reactants are [NH2:1][CH2:2][C:3]([CH3:6])([OH:5])[CH3:4].Cl[C:8]1[CH:9]=[CH:10][C:11]2[N:12]([C:14]([C:17]3[CH:22]=[CH:21][CH:20]=[C:19]([O:23][C:24]([F:27])([F:26])[F:25])[CH:18]=3)=[CH:15][N:16]=2)[N:13]=1.CCN(C(C)C)C(C)C.[F-].[Cs+]. The catalyst is CS(C)=O. The product is [CH3:4][C:3]([OH:5])([CH3:6])[CH2:2][NH:1][C:8]1[CH:9]=[CH:10][C:11]2[N:12]([C:14]([C:17]3[CH:22]=[CH:21][CH:20]=[C:19]([O:23][C:24]([F:25])([F:27])[F:26])[CH:18]=3)=[CH:15][N:16]=2)[N:13]=1. The yield is 0.120. (2) The reactants are Br[C:2]1[C:10]2[C:5](=[N:6][CH:7]=[CH:8][CH:9]=2)[N:4]([S:11]([C:14]2[CH:20]=[CH:19][C:17]([CH3:18])=[CH:16][CH:15]=2)(=[O:13])=[O:12])[CH:3]=1.[CH:21]([C:23]1[CH:28]=[CH:27][C:26](B(O)O)=[CH:25][CH:24]=1)=[O:22].C([O-])([O-])=O.[K+].[K+].O1CCOCC1. The catalyst is C1C=CC([P]([Pd]([P](C2C=CC=CC=2)(C2C=CC=CC=2)C2C=CC=CC=2)([P](C2C=CC=CC=2)(C2C=CC=CC=2)C2C=CC=CC=2)[P](C2C=CC=CC=2)(C2C=CC=CC=2)C2C=CC=CC=2)(C2C=CC=CC=2)C2C=CC=CC=2)=CC=1.O. The product is [S:11]([N:4]1[C:5]2=[N:6][CH:7]=[CH:8][CH:9]=[C:10]2[C:2]([C:26]2[CH:27]=[CH:28][C:23]([CH:21]=[O:22])=[CH:24][CH:25]=2)=[CH:3]1)([C:14]1[CH:20]=[CH:19][C:17]([CH3:18])=[CH:16][CH:15]=1)(=[O:13])=[O:12]. The yield is 0.860. (3) The reactants are [Cl-].O[NH3+:3].[C:4](=[O:7])([O-])[OH:5].[Na+].CS(C)=O.[CH3:13][C:14]1[N:15]([CH2:39][C:40]2[C:48]3[C:43](=[CH:44][CH:45]=[CH:46][CH:47]=3)[N:42]([CH3:49])[N:41]=2)[C:16](=[O:38])[C:17]([CH2:23][C:24]2[CH:29]=[CH:28][C:27]([C:30]3[C:31]([C:36]#[N:37])=[CH:32][CH:33]=[CH:34][CH:35]=3)=[CH:26][CH:25]=2)=[C:18]([CH2:20][CH2:21][CH3:22])[N:19]=1. The catalyst is C(OCC)(=O)C. The product is [CH3:13][C:14]1[N:15]([CH2:39][C:40]2[C:48]3[C:43](=[CH:44][CH:45]=[CH:46][CH:47]=3)[N:42]([CH3:49])[N:41]=2)[C:16](=[O:38])[C:17]([CH2:23][C:24]2[CH:29]=[CH:28][C:27]([C:30]3[CH:35]=[CH:34][CH:33]=[CH:32][C:31]=3[C:36]3[NH:3][C:4](=[O:7])[O:5][N:37]=3)=[CH:26][CH:25]=2)=[C:18]([CH2:20][CH2:21][CH3:22])[N:19]=1. The yield is 0.510. (4) The reactants are Br[C:2]1[CH:8]=[C:7]([N+:9]([O-:11])=[O:10])[CH:6]=[CH:5][C:3]=1[NH2:4].[C:12]([C:14]1([CH3:17])[CH2:16][CH2:15]1)#[CH:13]. The catalyst is C(N(CC)CC)C.[Cu]I.Cl[Pd](Cl)([P](C1C=CC=CC=1)(C1C=CC=CC=1)C1C=CC=CC=1)[P](C1C=CC=CC=1)(C1C=CC=CC=1)C1C=CC=CC=1. The product is [CH3:17][C:14]1([C:12]#[C:13][C:2]2[CH:8]=[C:7]([N+:9]([O-:11])=[O:10])[CH:6]=[CH:5][C:3]=2[NH2:4])[CH2:16][CH2:15]1. The yield is 0.790. (5) The reactants are [CH2:1]([OH:8])[C:2]1[CH:7]=[CH:6][CH:5]=[CH:4][CH:3]=1.[H-].[Na+].[F:11][C:12]1[C:13]([NH:19][CH2:20][C:21]2([C:27]#[N:28])[CH2:26][CH2:25][O:24][CH2:23][CH2:22]2)=[N:14][C:15](F)=[CH:16][CH:17]=1. The catalyst is CN(C=O)C.[Cl-].[Na+].O. The product is [CH2:1]([O:8][C:15]1[N:14]=[C:13]([NH:19][CH2:20][C:21]2([C:27]#[N:28])[CH2:22][CH2:23][O:24][CH2:25][CH2:26]2)[C:12]([F:11])=[CH:17][CH:16]=1)[C:2]1[CH:7]=[CH:6][CH:5]=[CH:4][CH:3]=1. The yield is 0.660. (6) The reactants are Br[C:2]1[CH:3]=[C:4]2[C:8](=[CH:9][CH:10]=1)[N:7]([CH2:11][CH3:12])[CH:6]=[C:5]2[C:13]#[N:14].[S:15]1[CH:19]=[CH:18][C:17](B(O)O)=[CH:16]1.[F-].[Cs+]. The catalyst is C([O-])(O)=O.[Na+].Cl[Pd](Cl)([P](C1C=CC=CC=1)(C1C=CC=CC=1)C1C=CC=CC=1)[P](C1C=CC=CC=1)(C1C=CC=CC=1)C1C=CC=CC=1. The product is [CH2:11]([N:7]1[C:8]2[C:4](=[CH:3][C:2]([C:17]3[CH:18]=[CH:19][S:15][CH:16]=3)=[CH:10][CH:9]=2)[C:5]([C:13]#[N:14])=[CH:6]1)[CH3:12]. The yield is 0.250. (7) The reactants are [N:1]1([C:6]2[CH:32]=[CH:31][C:9]([O:10][CH2:11][CH2:12][C:13]3[CH:30]=[CH:29][C:16]([O:17][CH2:18][C:19]4[CH:28]=[CH:27][CH:26]=[CH:25][C:20]=4[C:21]([O:23]C)=[O:22])=[CH:15][CH:14]=3)=[CH:8][CH:7]=2)[CH:5]=[CH:4][N:3]=[CH:2]1.[Li+].[OH-].Cl. The catalyst is C1COCC1.O. The product is [N:1]1([C:6]2[CH:7]=[CH:8][C:9]([O:10][CH2:11][CH2:12][C:13]3[CH:30]=[CH:29][C:16]([O:17][CH2:18][C:19]4[CH:28]=[CH:27][CH:26]=[CH:25][C:20]=4[C:21]([OH:23])=[O:22])=[CH:15][CH:14]=3)=[CH:31][CH:32]=2)[CH:5]=[CH:4][N:3]=[CH:2]1. The yield is 0.0470. (8) The reactants are OC1C=CC(C(C2C=CC(O)=CC=2)(C)C)=CC=1.FC1C=CC(P(=O)(C2C=CC(F)=CC=2)C2C=CC=CC=2)=CC=1.C([O-])([O-])=O.[K+].[K+].[N+]([C:49]1[CH:50]=[C:51]([C:57]#[N:58])[C:52](=[CH:55][CH:56]=1)[C:53]#[N:54])([O-])=O.Cl. The catalyst is CN(C)C=O.C1(C)C=CC=CC=1. The product is [C:57](#[N:58])[C:51]1[C:52](=[CH:55][CH:56]=[CH:49][CH:50]=1)[C:53]#[N:54]. The yield is 0.910. (9) The catalyst is CN(C=O)C. The product is [CH:1]1([NH:4][C:5](=[O:6])[NH:7][C:8]2[CH:9]=[CH:10][C:11]([C:14]3[N:15]=[C:16]([N:23]4[CH2:28][CH2:27][O:26][CH2:25][C@@H:24]4[CH3:29])[C:17]4[CH2:22][N:21]([CH2:38][CH:39]5[CH2:44][CH2:43][N:42]([C:45]([O:47][C:48]([CH3:49])([CH3:51])[CH3:50])=[O:46])[CH2:41][CH2:40]5)[CH2:20][C:18]=4[N:19]=3)=[CH:12][CH:13]=2)[CH2:2][CH2:3]1. The reactants are [CH:1]1([NH:4][C:5]([NH:7][C:8]2[CH:13]=[CH:12][C:11]([C:14]3[N:15]=[C:16]([N:23]4[CH2:28][CH2:27][O:26][CH2:25][C@@H:24]4[CH3:29])[C:17]4[CH2:22][NH:21][CH2:20][C:18]=4[N:19]=3)=[CH:10][CH:9]=2)=[O:6])[CH2:3][CH2:2]1.C(N(CC)CC)C.Br[CH2:38][CH:39]1[CH2:44][CH2:43][N:42]([C:45]([O:47][C:48]([CH3:51])([CH3:50])[CH3:49])=[O:46])[CH2:41][CH2:40]1. The yield is 0.130.